From a dataset of Full USPTO retrosynthesis dataset with 1.9M reactions from patents (1976-2016). Predict the reactants needed to synthesize the given product. (1) Given the product [C:11]([O:15][C:16]([N:18]1[CH2:22][CH2:21][C@H:20]([CH:23]=[CH2:1])[CH2:19]1)=[O:17])([CH3:14])([CH3:13])[CH3:12], predict the reactants needed to synthesize it. The reactants are: [CH3:1][Si]([N-][Si](C)(C)C)(C)C.[Na+].[C:11]([O:15][C:16]([N:18]1[CH2:22][CH2:21][C@H:20]([CH:23]=O)[CH2:19]1)=[O:17])([CH3:14])([CH3:13])[CH3:12]. (2) Given the product [CH:13]1([N:10]2[CH2:9][C:8]3([CH2:19][CH2:18]3)[C:7](=[O:20])[N:6]([CH3:21])[C:5]3[CH:4]=[N:3][C:2]([NH:22][C:23]4[C:39]([F:40])=[CH:38][C:26]([C:27]([NH:29][CH:30]5[CH2:35][CH2:34][N:33]([CH2:36][CH3:37])[CH2:32][CH2:31]5)=[O:28])=[C:25]([F:41])[CH:24]=4)=[N:12][C:11]2=3)[CH2:17][CH2:16][CH2:15][CH2:14]1, predict the reactants needed to synthesize it. The reactants are: Cl[C:2]1[N:3]=[CH:4][C:5]2[N:6]([CH3:21])[C:7](=[O:20])[C:8]3([CH2:19][CH2:18]3)[CH2:9][N:10]([CH:13]3[CH2:17][CH2:16][CH2:15][CH2:14]3)[C:11]=2[N:12]=1.[NH2:22][C:23]1[C:39]([F:40])=[CH:38][C:26]([C:27]([NH:29][CH:30]2[CH2:35][CH2:34][N:33]([CH2:36][CH3:37])[CH2:32][CH2:31]2)=[O:28])=[C:25]([F:41])[CH:24]=1.C(=O)([O-])[O-].[Cs+].[Cs+].CC1(C)C2C(=C(P(C3C=CC=CC=3)C3C=CC=CC=3)C=CC=2)OC2C(P(C3C=CC=CC=3)C3C=CC=CC=3)=CC=CC1=2. (3) Given the product [CH3:21][O:22][C:23]1[CH:31]=[CH:30][C:26]([C:27]2[O:15][N:14]=[C:13]([CH2:12][N:8]3[C:9]4[C:5](=[C:4]([C:17]([F:19])([F:20])[F:18])[C:3]([C:1]#[N:2])=[CH:11][CH:10]=4)[CH:6]=[CH:7]3)[N:16]=2)=[CH:25][C:24]=1[C:32]([F:33])([F:35])[F:34], predict the reactants needed to synthesize it. The reactants are: [C:1]([C:3]1[C:4]([C:17]([F:20])([F:19])[F:18])=[C:5]2[C:9](=[CH:10][CH:11]=1)[N:8]([CH2:12][C:13](=[NH:16])[NH:14][OH:15])[CH:7]=[CH:6]2)#[N:2].[CH3:21][O:22][C:23]1[CH:31]=[CH:30][C:26]([C:27](Cl)=O)=[CH:25][C:24]=1[C:32]([F:35])([F:34])[F:33]. (4) Given the product [F:1][C:2]1[CH:3]=[C:4]2[C:9](=[CH:10][C:11]=1[O:12][CH3:13])[N:8]=[C:7]([CH:14]=[O:16])[CH:6]=[CH:5]2, predict the reactants needed to synthesize it. The reactants are: [F:1][C:2]1[CH:3]=[C:4]2[C:9](=[CH:10][C:11]=1[O:12][CH3:13])[N:8]=[C:7]([CH3:14])[CH:6]=[CH:5]2.[Se](=O)=[O:16]. (5) Given the product [CH3:1][C:2]1[CH:7]=[CH:6][C:5]([S:8]([N:11]=[C:12]2[CH:17]=[CH:16][C:15]([O:18][C:19]3[CH:24]=[CH:23][CH:22]=[C:21]([N+:25]([O-:27])=[O:26])[CH:20]=3)=[CH:14][N:13]2[CH2:43][C:44]([NH2:46])=[O:45])(=[O:9])=[O:10])=[CH:4][CH:3]=1, predict the reactants needed to synthesize it. The reactants are: [CH3:1][C:2]1[CH:7]=[CH:6][C:5]([S:8]([NH:11][C:12]2[CH:17]=[CH:16][C:15]([O:18][C:19]3[CH:24]=[CH:23][CH:22]=[C:21]([N+:25]([O-:27])=[O:26])[CH:20]=3)=[CH:14][N:13]=2)(=[O:10])=[O:9])=[CH:4][CH:3]=1.C(N(CC)C(C)C)(C)C.CN(C)C=O.I[CH2:43][C:44]([NH2:46])=[O:45]. (6) Given the product [C:1]1([C:27]2[CH:32]=[CH:31][CH:30]=[CH:29][CH:28]=2)[CH:6]=[C:5]([CH2:7][NH:8][CH2:9][CH2:10][CH2:11][NH:12][CH2:13][CH2:14][CH2:15][NH:16][CH2:33][CH:34]([CH3:36])[CH3:35])[CH:4]=[C:3]([CH2:17][NH:18][CH2:19][CH2:20][CH2:21][NH:22][CH2:23][CH2:24][CH2:25][NH:26][CH2:2][CH:1]([CH3:27])[CH3:6])[CH:2]=1, predict the reactants needed to synthesize it. The reactants are: [C:1]1([C:27]2[CH:32]=[CH:31][CH:30]=[CH:29][CH:28]=2)[CH:6]=[C:5]([CH2:7][NH:8][CH2:9][CH2:10][CH2:11][NH:12][CH2:13][CH2:14][CH2:15][NH2:16])[CH:4]=[C:3]([CH2:17][NH:18][CH2:19][CH2:20][CH2:21][NH:22][CH2:23][CH2:24][CH2:25][NH2:26])[CH:2]=1.[CH:33](=O)[CH:34]([CH3:36])[CH3:35].[BH4-].[Na+].[OH-].[Na+]. (7) Given the product [OH:16][CH2:15][CH2:14][CH:11]1[CH2:12][CH2:13][CH:9]([NH:8][C:6](=[O:7])[O:5][C:1]([CH3:3])([CH3:2])[CH3:4])[CH2:10]1, predict the reactants needed to synthesize it. The reactants are: [C:1]([O:5][C:6]([NH:8][CH:9]1[CH2:13][CH2:12][CH:11]([CH2:14][C:15](OCC)=[O:16])[CH2:10]1)=[O:7])([CH3:4])([CH3:3])[CH3:2].[H-].[H-].[H-].[H-].[Li+].[Al+3].